This data is from Reaction yield outcomes from USPTO patents with 853,638 reactions. The task is: Predict the reaction yield, written as a fraction of the theoretical maximum amount of product (1.0 means a 100% yield; for example, 0.34 means a 34% yield). (1) The reactants are [CH3:1][O:2][C:3]([C:5]1[C:14]2[C:9](=[C:10]([NH2:15])[CH:11]=[CH:12][CH:13]=2)[N:8]=[CH:7][CH:6]=1)=[O:4].[N+:16]([C:19]1[CH:24]=[CH:23][CH:22]=[CH:21][C:20]=1[S:25](Cl)(=[O:27])=[O:26])([O-:18])=[O:17].N1C=CC=CC=1. The catalyst is CN(C1C=CN=CC=1)C.C(Cl)Cl. The product is [CH3:1][O:2][C:3]([C:5]1[C:14]2[C:9](=[C:10]([NH:15][S:25]([C:20]3[CH:21]=[CH:22][CH:23]=[CH:24][C:19]=3[N+:16]([O-:18])=[O:17])(=[O:26])=[O:27])[CH:11]=[CH:12][CH:13]=2)[N:8]=[CH:7][CH:6]=1)=[O:4]. The yield is 0.700. (2) The reactants are [CH:1]1[C:6]2[C:7](=[O:16])[NH:8][C:9]3[CH:15]=[CH:14][CH:13]=[CH:12][C:10]=3[S:11][C:5]=2[CH:4]=[CH:3][CH:2]=1.[H-].[Na+].Br[CH2:20][CH2:21][CH2:22][CH2:23][CH2:24][CH2:25][C:26]([O:28][CH2:29][CH3:30])=[O:27]. The catalyst is CN(C=O)C. The product is [O:16]=[C:7]1[C:6]2[CH:1]=[CH:2][CH:3]=[CH:4][C:5]=2[S:11][C:10]2[CH:12]=[CH:13][CH:14]=[CH:15][C:9]=2[N:8]1[CH2:20][CH2:21][CH2:22][CH2:23][CH2:24][CH2:25][C:26]([O:28][CH2:29][CH3:30])=[O:27]. The yield is 0.690. (3) The product is [C:17]([C:19]1[CH:26]=[CH:25][C:22](/[CH:23]=[CH:9]/[C:10]([O:12][C:13]([CH3:14])([CH3:15])[CH3:16])=[O:11])=[CH:21][CH:20]=1)#[N:18]. The catalyst is C1COCC1.CC(OC)(C)C.[NH4+].[Cl-]. The reactants are C(OP([CH2:9][C:10]([O:12][C:13]([CH3:16])([CH3:15])[CH3:14])=[O:11])(OCC)=O)C.[C:17]([C:19]1[CH:26]=[CH:25][C:22]([CH:23]=O)=[CH:21][CH:20]=1)#[N:18]. The yield is 1.00. (4) The reactants are [I-].[CH3:2][S+](C)(C)=O.[H-].[Na+].[N:9]1[CH:14]=[CH:13][CH:12]=[C:11](/[CH:15]=[CH:16]/[C:17]2[C:25]3[C:20](=[CH:21][C:22](/[CH:26]=[C:27]4/[C:28](=[O:36])[NH:29][C:30]5[C:35]/4=[CH:34][CH:33]=[CH:32][CH:31]=5)=[CH:23][CH:24]=3)[NH:19][N:18]=2)[CH:10]=1.[NH4+].[Cl-]. The catalyst is CN(C=O)C. The product is [N:9]1[CH:14]=[CH:13][CH:12]=[C:11](/[CH:15]=[CH:16]/[C:17]2[C:25]3[C:20](=[CH:21][C:22]([C@H:26]4[C@@:27]5([C:35]6[C:30](=[CH:31][CH:32]=[CH:33][CH:34]=6)[NH:29][C:28]5=[O:36])[CH2:2]4)=[CH:23][CH:24]=3)[NH:19][N:18]=2)[CH:10]=1. The yield is 0.340. (5) The reactants are C([C@@H]([C@H](C(O)=O)O)O)(O)=O.[NH2:11][C@@H:12]1[CH2:21][C:20]2[C:19]([C:22]([NH2:24])=[O:23])=[CH:18][CH:17]=[C:16]([F:25])[C:15]=2[O:14][CH2:13]1.C(O)(=O)C.[F:30][C:31]1[CH:32]=[C:33]2[C:37](=[CH:38][CH:39]=1)[NH:36][CH:35]=[C:34]2[CH2:40][CH:41]([CH3:44])[CH:42]=O.C([BH3-])#N.[Na+]. The catalyst is CO. The product is [F:25][C:16]1[C:15]2[O:14][CH2:13][C@H:12]([NH:11][CH2:42][CH:41]([CH3:44])[CH2:40][C:34]3[C:33]4[C:37](=[CH:38][CH:39]=[C:31]([F:30])[CH:32]=4)[NH:36][CH:35]=3)[CH2:21][C:20]=2[C:19]([C:22]([NH2:24])=[O:23])=[CH:18][CH:17]=1. The yield is 0.800. (6) The reactants are [Cl-].O[NH3+:3].[C:4](=[O:7])([O-])[OH:5].[Na+].CS(C)=O.[F:13][C:14]1[CH:15]=[C:16]([C:41]2[C:42]([C:47]#[N:48])=[CH:43][CH:44]=[CH:45][CH:46]=2)[CH:17]=[CH:18][C:19]=1[CH2:20][C:21]1[C:22](=[O:40])[N:23]([CH:34]2[CH2:39][CH2:38][S:37][CH2:36][CH2:35]2)[C:24]2[N:25]([N:30]=[C:31]([CH3:33])[N:32]=2)[C:26]=1[CH2:27][CH2:28][CH3:29]. The catalyst is C(OCC)(=O)C. The yield is 0.680. The product is [F:13][C:14]1[CH:15]=[C:16]([C:41]2[CH:46]=[CH:45][CH:44]=[CH:43][C:42]=2[C:47]2[NH:3][C:4](=[O:7])[O:5][N:48]=2)[CH:17]=[CH:18][C:19]=1[CH2:20][C:21]1[C:22](=[O:40])[N:23]([CH:34]2[CH2:35][CH2:36][S:37][CH2:38][CH2:39]2)[C:24]2[N:25]([N:30]=[C:31]([CH3:33])[N:32]=2)[C:26]=1[CH2:27][CH2:28][CH3:29]. (7) The reactants are Cl[C:2]1[O:3][C:4]2[C:5](=[C:7]([C:11]([O:13][CH3:14])=[O:12])[CH:8]=[CH:9][CH:10]=2)[N:6]=1.[CH3:15][C@H:16]1[CH2:21][O:20][CH2:19][C@H:18]([CH3:22])[NH:17]1.C(=O)([O-])[O-].[K+].[K+]. The catalyst is CN(C=O)C.O. The product is [CH3:15][C@@H:16]1[N:17]([C:2]2[O:3][C:4]3[C:5](=[C:7]([C:11]([O:13][CH3:14])=[O:12])[CH:8]=[CH:9][CH:10]=3)[N:6]=2)[C@@H:18]([CH3:22])[CH2:19][O:20][CH2:21]1. The yield is 0.890. (8) The yield is 1.00. The product is [NH2:16][C:5]1[C:6]([NH:8][C:9]2[CH:14]=[CH:13][C:12]([CH3:15])=[CH:11][CH:10]=2)=[N:7][C:2]([Cl:1])=[CH:3][CH:4]=1. The catalyst is Cl.C(OCC)(=O)C. The reactants are [Cl:1][C:2]1[N:7]=[C:6]([NH:8][C:9]2[CH:14]=[CH:13][C:12]([CH3:15])=[CH:11][CH:10]=2)[C:5]([N+:16]([O-])=O)=[CH:4][CH:3]=1.O.O.[Sn](Cl)Cl.C([O-])([O-])=O.[K+].[K+].